From a dataset of NCI-60 drug combinations with 297,098 pairs across 59 cell lines. Regression. Given two drug SMILES strings and cell line genomic features, predict the synergy score measuring deviation from expected non-interaction effect. (1) Drug 1: CCCCCOC(=O)NC1=NC(=O)N(C=C1F)C2C(C(C(O2)C)O)O. Drug 2: C1=CN(C=N1)CC(O)(P(=O)(O)O)P(=O)(O)O. Cell line: A549. Synergy scores: CSS=-4.03, Synergy_ZIP=2.64, Synergy_Bliss=0.652, Synergy_Loewe=-2.53, Synergy_HSA=-3.49. (2) Synergy scores: CSS=11.3, Synergy_ZIP=-5.06, Synergy_Bliss=-0.860, Synergy_Loewe=-12.3, Synergy_HSA=-0.885. Drug 2: C1CN1C2=NC(=NC(=N2)N3CC3)N4CC4. Cell line: MDA-MB-231. Drug 1: CN1C(=O)N2C=NC(=C2N=N1)C(=O)N. (3) Drug 1: CC12CCC(CC1=CCC3C2CCC4(C3CC=C4C5=CN=CC=C5)C)O. Drug 2: B(C(CC(C)C)NC(=O)C(CC1=CC=CC=C1)NC(=O)C2=NC=CN=C2)(O)O. Cell line: SF-295. Synergy scores: CSS=9.85, Synergy_ZIP=-5.06, Synergy_Bliss=-4.21, Synergy_Loewe=-1.74, Synergy_HSA=-1.74. (4) Drug 1: CC=C1C(=O)NC(C(=O)OC2CC(=O)NC(C(=O)NC(CSSCCC=C2)C(=O)N1)C(C)C)C(C)C. Drug 2: C1=CC=C(C(=C1)C(C2=CC=C(C=C2)Cl)C(Cl)Cl)Cl. Cell line: SF-539. Synergy scores: CSS=48.6, Synergy_ZIP=-1.53, Synergy_Bliss=-3.27, Synergy_Loewe=-56.1, Synergy_HSA=-1.82.